From a dataset of Catalyst prediction with 721,799 reactions and 888 catalyst types from USPTO. Predict which catalyst facilitates the given reaction. (1) Reactant: C(N(CC)CC)C.[C:8](OC(=O)C)(=[O:10])[CH3:9].C(Cl)Cl.[CH3:18][C:19]1([CH3:52])[NH:24][CH2:23][CH2:22][N:21]([C:25]2[N:26]([CH2:47][C:48]([F:51])([F:50])[F:49])[C:27]3[C:32]([N:33]=2)=[C:31]([N:34]2[CH2:39][CH2:38][O:37][CH2:36][CH2:35]2)[N:30]=[C:29]([C:40]2[CH:41]=[N:42][C:43]([NH2:46])=[N:44][CH:45]=2)[N:28]=3)[CH2:20]1. Product: [C:8]([N:24]1[CH2:23][CH2:22][N:21]([C:25]2[N:26]([CH2:47][C:48]([F:51])([F:49])[F:50])[C:27]3[C:32]([N:33]=2)=[C:31]([N:34]2[CH2:35][CH2:36][O:37][CH2:38][CH2:39]2)[N:30]=[C:29]([C:40]2[CH:45]=[N:44][C:43]([NH2:46])=[N:42][CH:41]=2)[N:28]=3)[CH2:20][C:19]1([CH3:52])[CH3:18])(=[O:10])[CH3:9]. The catalyst class is: 61. (2) Reactant: [C:1](O)(C(F)(F)F)=[O:2].[NH2:8][C@@H:9]([C:17]([NH:19][C@@H:20]([C:25]([NH:27][C@@H:28]([C:33]([NH:35][C@@H:36]([C:41]([NH:43][C@@H:44]([C:52]([NH:54][C@@H:55]([C:60]([NH:62][C@@H:63]([C:68]([NH:70][C@@H:71]([C:76]([NH:78][CH2:79][C:80]([NH:82][C@@H:83]([C:92]([NH2:94])=[O:93])[CH2:84][C:85]1[CH:90]=[CH:89][C:88]([OH:91])=[CH:87][CH:86]=1)=[O:81])=[O:77])[CH2:72][CH2:73][CH2:74][CH3:75])=[O:69])[CH2:64][CH2:65][CH2:66][CH3:67])=[O:61])[CH2:56][CH2:57][CH2:58][CH3:59])=[O:53])[CH2:45][CH2:46][CH2:47][NH:48][C:49](=[NH:51])[NH2:50])=[O:42])[CH2:37][CH2:38][CH2:39][CH3:40])=[O:34])[CH2:29][CH2:30][CH2:31][CH3:32])=[O:26])[CH2:21][CH2:22][CH2:23][CH3:24])=[O:18])[CH2:10][CH2:11][CH2:12][NH:13][C:14](=[NH:16])[NH2:15].[C:95](O)(C(F)(F)F)=O.[C:102]1([OH:108])[CH:107]=CC=C[CH:103]=1. Product: [NH:8]([C:1]([O:108][C:102]([CH3:95])([CH3:107])[CH3:103])=[O:2])[C@@H:9]([C:17]([NH:19][C@@H:20]([C:25]([NH:27][C@@H:28]([C:33]([NH:35][C@@H:36]([C:41]([NH:43][C@@H:44]([C:52]([NH:54][C@@H:55]([C:60]([NH:62][C@@H:63]([C:68]([NH:70][C@@H:71]([C:76]([NH:78][CH2:79][C:80]([NH:82][C@@H:83]([C:92]([NH2:94])=[O:93])[CH2:84][C:85]1[CH:90]=[CH:89][C:88]([OH:91])=[CH:87][CH:86]=1)=[O:81])=[O:77])[CH2:72][CH2:73][CH2:74][CH3:75])=[O:69])[CH2:64][CH2:65][CH2:66][CH3:67])=[O:61])[CH2:56][CH2:57][CH2:58][CH3:59])=[O:53])[CH2:45][CH2:46][CH2:47][NH:48][C:49](=[NH:50])[NH2:51])=[O:42])[CH2:37][CH2:38][CH2:39][CH3:40])=[O:34])[CH2:29][CH2:30][CH2:31][CH3:32])=[O:26])[CH2:21][CH2:22][CH2:23][CH3:24])=[O:18])[CH2:10][CH2:11][CH2:12][NH:13][C:14](=[NH:15])[NH2:16]. The catalyst class is: 247.